The task is: Regression. Given two drug SMILES strings and cell line genomic features, predict the synergy score measuring deviation from expected non-interaction effect.. This data is from Merck oncology drug combination screen with 23,052 pairs across 39 cell lines. (1) Drug 1: CCN(CC)CCNC(=O)c1c(C)[nH]c(C=C2C(=O)Nc3ccc(F)cc32)c1C. Drug 2: CCC1(O)C(=O)OCc2c1cc1n(c2=O)Cc2cc3c(CN(C)C)c(O)ccc3nc2-1. Cell line: NCIH1650. Synergy scores: synergy=9.33. (2) Drug 1: O=P1(N(CCCl)CCCl)NCCCO1. Drug 2: CCN(CC)CCNC(=O)c1c(C)[nH]c(C=C2C(=O)Nc3ccc(F)cc32)c1C. Cell line: OCUBM. Synergy scores: synergy=2.45. (3) Drug 1: COC12C(COC(N)=O)C3=C(C(=O)C(C)=C(N)C3=O)N1CC1NC12. Drug 2: Cn1cc(-c2cnn3c(N)c(Br)c(C4CCCNC4)nc23)cn1. Cell line: HT29. Synergy scores: synergy=74.2. (4) Drug 1: CCC1(O)CC2CN(CCc3c([nH]c4ccccc34)C(C(=O)OC)(c3cc4c(cc3OC)N(C)C3C(O)(C(=O)OC)C(OC(C)=O)C5(CC)C=CCN6CCC43C65)C2)C1. Drug 2: COC1=C2CC(C)CC(OC)C(O)C(C)C=C(C)C(OC(N)=O)C(OC)C=CC=C(C)C(=O)NC(=CC1=O)C2=O. Cell line: A2058. Synergy scores: synergy=-12.9. (5) Drug 1: Nc1ccn(C2OC(CO)C(O)C2(F)F)c(=O)n1. Drug 2: CCN(CC)CCNC(=O)c1c(C)[nH]c(C=C2C(=O)Nc3ccc(F)cc32)c1C. Cell line: A427. Synergy scores: synergy=0.789. (6) Drug 1: NC(=O)c1cccc2cn(-c3ccc(C4CCCNC4)cc3)nc12. Drug 2: Cc1nc(Nc2ncc(C(=O)Nc3c(C)cccc3Cl)s2)cc(N2CCN(CCO)CC2)n1. Cell line: SKMEL30. Synergy scores: synergy=-23.3.